From a dataset of Catalyst prediction with 721,799 reactions and 888 catalyst types from USPTO. Predict which catalyst facilitates the given reaction. (1) Reactant: [CH2:1]([N:8]1[CH2:12][C@@H:11]([C:13]2[CH:18]=[CH:17][C:16]([Cl:19])=[C:15]([Cl:20])[CH:14]=2)[C@H:10]([NH:21][CH2:22][CH3:23])[CH2:9]1)[C:2]1[CH:7]=[CH:6][CH:5]=[CH:4][CH:3]=1.CCN(CC)CC.[CH3:31][C:32]([O:35][C:36](O[C:36]([O:35][C:32]([CH3:34])([CH3:33])[CH3:31])=[O:37])=[O:37])([CH3:34])[CH3:33]. Product: [C:32]([O:35][C:36](=[O:37])[N:21]([C@H:10]1[C@H:11]([C:13]2[CH:18]=[CH:17][C:16]([Cl:19])=[C:15]([Cl:20])[CH:14]=2)[CH2:12][N:8]([CH2:1][C:2]2[CH:3]=[CH:4][CH:5]=[CH:6][CH:7]=2)[CH2:9]1)[CH2:22][CH3:23])([CH3:34])([CH3:33])[CH3:31]. The catalyst class is: 64. (2) Product: [C:11]1([CH:17]([C:20]2[CH:21]=[CH:22][CH:23]=[CH:24][CH:25]=2)[CH2:18][NH:8][CH2:7][C:6]2[CH:9]=[CH:10][C:3]([O:2][CH3:1])=[CH:4][CH:5]=2)[CH:16]=[CH:15][CH:14]=[CH:13][CH:12]=1. The catalyst class is: 665. Reactant: [CH3:1][O:2][C:3]1[CH:10]=[CH:9][C:6]([CH2:7][NH2:8])=[CH:5][CH:4]=1.[C:11]1([CH:17]([C:20]2[CH:25]=[CH:24][CH:23]=[CH:22][CH:21]=2)[CH:18]=O)[CH:16]=[CH:15][CH:14]=[CH:13][CH:12]=1.C(O[BH-](OC(=O)C)OC(=O)C)(=O)C.[Na+].C(O)(=O)C. (3) Reactant: [CH:1]([C:4]1[CH:9]=[CH:8][C:7]([N+:10]([O-])=O)=[CH:6][N:5]=1)([CH3:3])[CH3:2]. Product: [CH:1]([C:4]1[CH:9]=[CH:8][C:7]([NH2:10])=[CH:6][N:5]=1)([CH3:3])[CH3:2]. The catalyst class is: 94. (4) Reactant: [Br:1][CH2:2][S:3]([C:5]1[CH:10]=[CH:9][C:8]([CH3:11])=[CH:7][CH:6]=1)=O.[CH3:12][C:13]1[CH:18]=[CH:17][C:16]([CH3:19])=[C:15]([CH3:20])[C:14]=1[CH3:21].[F:22][C:23]([F:36])([F:35])[S:24]([O:27]S(C(F)(F)F)(=O)=O)(=[O:26])=[O:25]. Product: [O-:27][S:24]([C:23]([F:36])([F:35])[F:22])(=[O:26])=[O:25].[Br:1][CH2:2][S+:3]([C:18]1[CH:17]=[C:16]([CH3:19])[C:15]([CH3:20])=[C:14]([CH3:21])[C:13]=1[CH3:12])[C:5]1[CH:10]=[CH:9][C:8]([CH3:11])=[CH:7][CH:6]=1. The catalyst class is: 27. (5) Reactant: C([O:4][C:5]1[CH:6]=[CH:7][CH:8]=[C:9]2[C:14]=1[N:13]=[C:12]([CH3:15])[N:11]=[C:10]2[C:16]1[CH:21]=[CH:20][CH:19]=[CH:18][CH:17]=1)(C)C.B(Cl)(Cl)Cl.CO. Product: [OH:4][C:5]1[CH:6]=[CH:7][CH:8]=[C:9]2[C:14]=1[N:13]=[C:12]([CH3:15])[N:11]=[C:10]2[C:16]1[CH:17]=[CH:18][CH:19]=[CH:20][CH:21]=1. The catalyst class is: 4. (6) Reactant: Cl[C:2]1[C:3]2[CH:10]=[CH:9][NH:8][C:4]=2[N:5]=[CH:6][N:7]=1.[CH3:11][Zn]C. Product: [CH3:11][C:2]1[C:3]2[CH:10]=[CH:9][NH:8][C:4]=2[N:5]=[CH:6][N:7]=1. The catalyst class is: 176. (7) Product: [O:1]=[C:2]1[N:10]2[C:13]([CH2:14][CH2:15][NH:16][C:17](=[O:26])[O:18][CH2:19][C:20]3[CH:25]=[CH:24][CH:23]=[CH:22][CH:21]=3)=[N:12][N:11]=[C:9]2[N:8]([CH2:27][CH2:28][CH2:29][CH2:30][CH3:31])[C:7]2[N:6]=[CH:5][NH:4][C:3]1=2. Reactant: [O:1]=[C:2]1[NH:10]/[C:9](=[N:11]\[N:12]=[CH:13]/[CH2:14][CH2:15][NH:16][C:17](=[O:26])[O:18][CH2:19][C:20]2[CH:25]=[CH:24][CH:23]=[CH:22][CH:21]=2)/[N:8]([CH2:27][CH2:28][CH2:29][CH2:30][CH3:31])[C:7]2[N:6]=[CH:5][NH:4][C:3]1=2. The catalyst class is: 15. (8) Reactant: [CH2:1]([O:3][C:4](=[O:25])[CH2:5][CH:6]1[O:10][B:9]([OH:11])[C:8]2[CH:12]=[C:13]([O:17][C:18]3[S:19][C:20]([C:23]#[N:24])=[N:21][N:22]=3)[CH:14]=[C:15]([CH3:16])[C:7]1=2)[CH3:2]. Product: [CH2:1]([O:3][C:4](=[O:25])[CH2:5][CH:6]1[O:10][B:9]([OH:11])[C:8]2[CH:12]=[C:13]([O:17][C:18]3[S:19][C:20]([CH2:23][NH2:24])=[N:21][N:22]=3)[CH:14]=[C:15]([CH3:16])[C:7]1=2)[CH3:2]. The catalyst class is: 29. (9) Reactant: [C:1]([O:5][C:6]([N:8]1[CH2:12][CH2:11][CH:10]([N:13]2[CH:17]=[C:16]([C:18]([OH:20])=O)[C:15]([C:21]3[CH:26]=[CH:25][C:24]([O:27][C:28]4[CH:33]=[CH:32][CH:31]=[CH:30][CH:29]=4)=[CH:23][CH:22]=3)=[N:14]2)[CH2:9]1)=[O:7])([CH3:4])([CH3:3])[CH3:2].C[N:35](C(ON1N=NC2C=CC=NC1=2)=[N+](C)C)C.F[P-](F)(F)(F)(F)F. Product: [C:1]([O:5][C:6]([N:8]1[CH2:12][CH2:11][CH:10]([N:13]2[CH:17]=[C:16]([C:18](=[O:20])[NH2:35])[C:15]([C:21]3[CH:26]=[CH:25][C:24]([O:27][C:28]4[CH:33]=[CH:32][CH:31]=[CH:30][CH:29]=4)=[CH:23][CH:22]=3)=[N:14]2)[CH2:9]1)=[O:7])([CH3:4])([CH3:3])[CH3:2]. The catalyst class is: 3.